From a dataset of Reaction yield outcomes from USPTO patents with 853,638 reactions. Predict the reaction yield, written as a fraction of the theoretical maximum amount of product (1.0 means a 100% yield; for example, 0.34 means a 34% yield). (1) The reactants are CC1(C)[O:7][CH2:6][C:5]([NH:26]C(=O)OC(C)(C)C)([CH2:8][N:9]2[C:17]3[C:12](=[C:13]([CH2:18][CH2:19][CH2:20][CH2:21][CH2:22][CH2:23][CH2:24][CH3:25])[CH:14]=[CH:15][CH:16]=3)[CH2:11][CH2:10]2)[CH2:4][O:3]1.CC1(C)OCC(NC(=O)OC(C)(C)C)(CN2C3C(=C(C4N=C(C5C=NC(CCC)=CC=5)ON=4)C=CC=3)CC2)CO1. No catalyst specified. The product is [NH2:26][C:5]([CH2:8][N:9]1[C:17]2[C:12](=[C:13]([CH2:18][CH2:19][CH2:20][CH2:21][CH2:22][CH2:23][CH2:24][CH3:25])[CH:14]=[CH:15][CH:16]=2)[CH2:11][CH2:10]1)([CH2:6][OH:7])[CH2:4][OH:3]. The yield is 0.680. (2) The reactants are [CH3:1][O:2][C:3]([C:5]1[CH:10]=[N:9][C:8](Cl)=[CH:7][N:6]=1)=[O:4].CCN(C(C)C)C(C)C.[NH:21]1[CH2:26][CH2:25][CH2:24][CH2:23][CH2:22]1. The catalyst is CN(C=O)C. The product is [CH3:1][O:2][C:3]([C:5]1[CH:10]=[N:9][C:8]([N:21]2[CH2:26][CH2:25][CH2:24][CH2:23][CH2:22]2)=[CH:7][N:6]=1)=[O:4]. The yield is 0.780.